Dataset: Catalyst prediction with 721,799 reactions and 888 catalyst types from USPTO. Task: Predict which catalyst facilitates the given reaction. (1) Reactant: [Cl:1][C:2]1[CH:3]=[C:4]([C:9]2[CH:14]=[CH:13][C:12]([C:15]3([C:18]([OH:20])=[O:19])[CH2:17][CH2:16]3)=[CH:11][C:10]=2[F:21])[CH:5]=[CH:6][C:7]=1[Cl:8].C1(N=C=NC2CCCCC2)CCCCC1.[O:37]1[CH2:39][CH:38]1[CH2:40]O. Product: [O:37]1[CH2:39][CH:38]1[CH2:40][O:19][C:18]([C:15]1([C:12]2[CH:13]=[CH:14][C:9]([C:4]3[CH:5]=[CH:6][C:7]([Cl:8])=[C:2]([Cl:1])[CH:3]=3)=[C:10]([F:21])[CH:11]=2)[CH2:17][CH2:16]1)=[O:20]. The catalyst class is: 2. (2) Reactant: [F:1][C:2]1([C:14]([O:16]C)=[O:15])[CH2:6][CH2:5][N:4]([C:7]([O:9][C:10]([CH3:13])([CH3:12])[CH3:11])=[O:8])[CH2:3]1.Cl. Product: [C:10]([O:9][C:7]([N:4]1[CH2:5][CH2:6][C:2]([F:1])([C:14]([OH:16])=[O:15])[CH2:3]1)=[O:8])([CH3:13])([CH3:11])[CH3:12]. The catalyst class is: 52. (3) Reactant: C(NC(C)C)(C)C.[Li]CCCC.[N:13]1[CH:18]=[CH:17][CH:16]=[C:15]([CH2:19][C:20]2[CH:21]=[N:22][CH:23]=[CH:24][CH:25]=2)[CH:14]=1.[C:26]([C:28]1[CH:29]=[C:30]([CH:34]=[N:35][S@:36]([C:38]([CH3:41])([CH3:40])[CH3:39])=[O:37])[CH:31]=[CH:32][CH:33]=1)#[N:27]. Product: [C:26]([C:28]1[CH:29]=[C:30]([CH:34]([NH:35][S:36]([C:38]([CH3:41])([CH3:40])[CH3:39])=[O:37])[CH:19]([C:20]2[CH:21]=[N:22][CH:23]=[CH:24][CH:25]=2)[C:15]2[CH:14]=[N:13][CH:18]=[CH:17][CH:16]=2)[CH:31]=[CH:32][CH:33]=1)#[N:27]. The catalyst class is: 1. (4) Reactant: [CH3:1][C:2]1[N:7]=[C:6]([C:8](=[N:10][OH:11])[NH2:9])[CH:5]=[C:4]([C:12]([F:15])([F:14])[F:13])[N:3]=1.[C:16](N1C=CN=C1)(N1C=CN=C1)=[O:17].N12CCCN=C1CCCCC2.Cl. Product: [CH3:1][C:2]1[N:7]=[C:6]([C:8]2[NH:10][O:11][C:16](=[O:17])[N:9]=2)[CH:5]=[C:4]([C:12]([F:15])([F:13])[F:14])[N:3]=1. The catalyst class is: 132.